This data is from NCI-60 drug combinations with 297,098 pairs across 59 cell lines. The task is: Regression. Given two drug SMILES strings and cell line genomic features, predict the synergy score measuring deviation from expected non-interaction effect. Cell line: SNB-75. Drug 2: CC1CCC2CC(C(=CC=CC=CC(CC(C(=O)C(C(C(=CC(C(=O)CC(OC(=O)C3CCCCN3C(=O)C(=O)C1(O2)O)C(C)CC4CCC(C(C4)OC)O)C)C)O)OC)C)C)C)OC. Drug 1: CCC1(CC2CC(C3=C(CCN(C2)C1)C4=CC=CC=C4N3)(C5=C(C=C6C(=C5)C78CCN9C7C(C=CC9)(C(C(C8N6C)(C(=O)OC)O)OC(=O)C)CC)OC)C(=O)OC)O.OS(=O)(=O)O. Synergy scores: CSS=1.53, Synergy_ZIP=-0.276, Synergy_Bliss=0.458, Synergy_Loewe=-2.31, Synergy_HSA=-1.93.